This data is from NCI-60 drug combinations with 297,098 pairs across 59 cell lines. The task is: Regression. Given two drug SMILES strings and cell line genomic features, predict the synergy score measuring deviation from expected non-interaction effect. (1) Drug 1: COC1=C2C(=CC3=C1OC=C3)C=CC(=O)O2. Drug 2: CC1C(C(CC(O1)OC2CC(CC3=C2C(=C4C(=C3O)C(=O)C5=CC=CC=C5C4=O)O)(C(=O)C)O)N)O. Cell line: SF-268. Synergy scores: CSS=27.9, Synergy_ZIP=-2.40, Synergy_Bliss=-5.43, Synergy_Loewe=-7.38, Synergy_HSA=-4.54. (2) Drug 1: C1CCC(C1)C(CC#N)N2C=C(C=N2)C3=C4C=CNC4=NC=N3. Drug 2: CNC(=O)C1=NC=CC(=C1)OC2=CC=C(C=C2)NC(=O)NC3=CC(=C(C=C3)Cl)C(F)(F)F. Cell line: SF-539. Synergy scores: CSS=11.6, Synergy_ZIP=-7.54, Synergy_Bliss=-2.99, Synergy_Loewe=-3.26, Synergy_HSA=-2.05. (3) Drug 1: CN1C2=C(C=C(C=C2)N(CCCl)CCCl)N=C1CCCC(=O)O.Cl. Drug 2: CN(CCCl)CCCl.Cl. Cell line: IGROV1. Synergy scores: CSS=12.2, Synergy_ZIP=-5.27, Synergy_Bliss=-1.11, Synergy_Loewe=-14.8, Synergy_HSA=-4.00. (4) Drug 1: CC1=C2C(C(=O)C3(C(CC4C(C3C(C(C2(C)C)(CC1OC(=O)C(C(C5=CC=CC=C5)NC(=O)OC(C)(C)C)O)O)OC(=O)C6=CC=CC=C6)(CO4)OC(=O)C)O)C)O. Drug 2: CC1=C(N=C(N=C1N)C(CC(=O)N)NCC(C(=O)N)N)C(=O)NC(C(C2=CN=CN2)OC3C(C(C(C(O3)CO)O)O)OC4C(C(C(C(O4)CO)O)OC(=O)N)O)C(=O)NC(C)C(C(C)C(=O)NC(C(C)O)C(=O)NCCC5=NC(=CS5)C6=NC(=CS6)C(=O)NCCC[S+](C)C)O. Cell line: SF-295. Synergy scores: CSS=47.6, Synergy_ZIP=1.16, Synergy_Bliss=1.92, Synergy_Loewe=4.62, Synergy_HSA=5.32. (5) Drug 1: CCCCCOC(=O)NC1=NC(=O)N(C=C1F)C2C(C(C(O2)C)O)O. Drug 2: CC1C(C(CC(O1)OC2CC(CC3=C2C(=C4C(=C3O)C(=O)C5=C(C4=O)C(=CC=C5)OC)O)(C(=O)CO)O)N)O.Cl. Cell line: UACC62. Synergy scores: CSS=35.5, Synergy_ZIP=-5.03, Synergy_Bliss=-1.20, Synergy_Loewe=-28.9, Synergy_HSA=-0.498. (6) Drug 1: CCN(CC)CCNC(=O)C1=C(NC(=C1C)C=C2C3=C(C=CC(=C3)F)NC2=O)C. Drug 2: CC1(CCCN1)C2=NC3=C(C=CC=C3N2)C(=O)N. Cell line: SW-620. Synergy scores: CSS=67.3, Synergy_ZIP=6.87, Synergy_Bliss=7.58, Synergy_Loewe=-20.8, Synergy_HSA=7.37. (7) Drug 1: C1C(C(OC1N2C=C(C(=O)NC2=O)F)CO)O. Drug 2: C1=NC(=NC(=O)N1C2C(C(C(O2)CO)O)O)N. Cell line: PC-3. Synergy scores: CSS=17.0, Synergy_ZIP=-1.71, Synergy_Bliss=6.42, Synergy_Loewe=0.493, Synergy_HSA=5.66.